From a dataset of Reaction yield outcomes from USPTO patents with 853,638 reactions. Predict the reaction yield, written as a fraction of the theoretical maximum amount of product (1.0 means a 100% yield; for example, 0.34 means a 34% yield). (1) The reactants are [CH3:1][NH2:2].C(O)C.Br[CH2:7][C:8]1[CH:17]=[CH:16][CH:15]=[C:14]([N+:18]([O-:20])=[O:19])[C:9]=1[C:10](OC)=[O:11]. The catalyst is C1COCC1. The product is [CH3:1][N:2]1[CH2:7][C:8]2[C:9](=[C:14]([N+:18]([O-:20])=[O:19])[CH:15]=[CH:16][CH:17]=2)[C:10]1=[O:11]. The yield is 0.780. (2) The catalyst is C1COCC1. The reactants are Br[C:2]1[C:7]([N:8]([CH2:23][O:24][CH3:25])[S:9]([C:12]2[CH:17]=[CH:16][C:15]([Cl:18])=[C:14]([C:19]([F:22])([F:21])[F:20])[CH:13]=2)(=[O:11])=[O:10])=[CH:6][C:5](C)=[CH:4][N:3]=1.C([Mg][Cl:31])(C)C.[Cl:32][C:33]1[CH:40]=[CH:39][CH:38]=[C:37]([F:41])[C:34]=1[CH:35]=[O:36]. The product is [Cl:18][C:15]1[CH:16]=[CH:17][C:12]([S:9]([N:8]([C:7]2[C:2]([CH:35]([C:34]3[C:37]([F:41])=[CH:38][CH:39]=[CH:40][C:33]=3[Cl:32])[OH:36])=[N:3][CH:4]=[C:5]([Cl:31])[CH:6]=2)[CH2:23][O:24][CH3:25])(=[O:10])=[O:11])=[CH:13][C:14]=1[C:19]([F:20])([F:21])[F:22]. The yield is 0.510. (3) The reactants are [NH2:1][C:2]1[NH:7][C:6](=[O:8])[C:5]([CH2:9][NH2:10])=[N:4][N:3]=1.C([O-])(O)=O.[Na+].O=C1CCC(=O)N1[O:23][C:24]([C@H:26]1[CH2:31][CH2:30][C@H:29]([C:32]([O:34][CH3:35])=[O:33])[CH2:28][CH2:27]1)=O.C1COCC1.CC#N. The catalyst is O. The product is [NH2:1][C:2]1[NH:7][C:6](=[O:8])[C:5]([CH2:9][NH:10][C:24]([C@H:26]2[CH2:27][CH2:28][C@H:29]([C:32]([O:34][CH3:35])=[O:33])[CH2:30][CH2:31]2)=[O:23])=[N:4][N:3]=1. The yield is 0.840. (4) The reactants are CN1CCOCC1.Cl.[NH2:9][CH2:10][C:11]([O:13][CH3:14])=[O:12].[CH2:15]([O:22][C:23]([NH:25][C@:26]([CH:33]([CH2:35][CH3:36])[CH3:34])([CH2:30][CH:31]=[CH2:32])[C:27](O)=[O:28])=[O:24])[C:16]1[CH:21]=[CH:20][CH:19]=[CH:18][CH:17]=1.CN(C(ON1N=NC2C=CC=NC1=2)=[N+](C)C)C.F[P-](F)(F)(F)(F)F. The catalyst is C(Cl)Cl.O. The product is [CH2:15]([O:22][C:23]([NH:25][C@:26]([CH:33]([CH2:35][CH3:36])[CH3:34])([CH2:30][CH:31]=[CH2:32])[C:27]([NH:9][CH2:10][C:11]([O:13][CH3:14])=[O:12])=[O:28])=[O:24])[C:16]1[CH:21]=[CH:20][CH:19]=[CH:18][CH:17]=1. The yield is 0.990. (5) The reactants are [CH3:1][C:2]([CH3:18])([CH2:6][CH2:7][CH2:8][CH2:9][CH2:10][CH2:11][CH2:12][CH2:13][CH2:14][CH2:15][CH2:16][CH3:17])[C:3]([OH:5])=[O:4].C([O-])([O-])=O.[Na+].[Na+].[Cl:25][CH2:26]Cl.S(Cl)(OCCl)(=O)=O. The catalyst is O.[N+](CCCC)(CCCC)(CCCC)CCCC.[O-]S(O)(=O)=O. The product is [CH3:1][C:2]([CH3:18])([CH2:6][CH2:7][CH2:8][CH2:9][CH2:10][CH2:11][CH2:12][CH2:13][CH2:14][CH2:15][CH2:16][CH3:17])[C:3]([O:5][CH2:26][Cl:25])=[O:4]. The yield is 0.710.